This data is from Reaction yield outcomes from USPTO patents with 853,638 reactions. The task is: Predict the reaction yield, written as a fraction of the theoretical maximum amount of product (1.0 means a 100% yield; for example, 0.34 means a 34% yield). (1) The reactants are Br[C@@H:2]1[CH2:6][N:5]([C:7]([O:9][C:10]([CH3:13])([CH3:12])[CH3:11])=[O:8])[C@H:4]([CH2:14][O:15][Si:16]([C:29]([CH3:32])([CH3:31])[CH3:30])([C:23]2[CH:28]=[CH:27][CH:26]=[CH:25][CH:24]=2)[C:17]2[CH:22]=[CH:21][CH:20]=[CH:19][CH:18]=2)[CH2:3]1.[N-:33]=[N+]=[N-].[Na+].O. The catalyst is CN(C=O)C.CCO.[Pd]. The product is [NH2:33][C@H:2]1[CH2:6][N:5]([C:7]([O:9][C:10]([CH3:13])([CH3:12])[CH3:11])=[O:8])[C@H:4]([CH2:14][O:15][Si:16]([C:29]([CH3:32])([CH3:31])[CH3:30])([C:23]2[CH:28]=[CH:27][CH:26]=[CH:25][CH:24]=2)[C:17]2[CH:22]=[CH:21][CH:20]=[CH:19][CH:18]=2)[CH2:3]1. The yield is 0.950. (2) The product is [CH3:24][N:25]([CH3:29])[C:26](=[O:27])[O:15][C:11]1[CH:12]=[CH:13][CH:14]=[C:9]([B:4]2[O:3][C:2]([CH3:16])([CH3:1])[C:6]([CH3:7])([CH3:8])[O:5]2)[CH:10]=1. The catalyst is CN(C1C=CN=CC=1)C.C(Cl)Cl. The reactants are [CH3:1][C:2]1([CH3:16])[C:6]([CH3:8])([CH3:7])[O:5][B:4]([C:9]2[CH:10]=[C:11]([OH:15])[CH:12]=[CH:13][CH:14]=2)[O:3]1.CCN(CC)CC.[CH3:24][N:25]([CH3:29])[C:26](Cl)=[O:27].O. The yield is 0.760.